From a dataset of Full USPTO retrosynthesis dataset with 1.9M reactions from patents (1976-2016). Predict the reactants needed to synthesize the given product. (1) The reactants are: [NH2:1][C@H:2]1[CH2:6][CH2:5][CH2:4][C@H:3]1[NH:7][C:8]1[N:17]=[CH:16][C:15]2[C:10](=[CH:11][CH:12]=[C:13]([C:18]3[CH:29]=[CH:28][C:21]([C:22]([NH:24][CH:25]4[CH2:27][CH2:26]4)=[O:23])=[CH:20][C:19]=3[O:30][CH3:31])[CH:14]=2)[N:9]=1.[C:32](O)(=[O:35])[C:33]#[CH:34].CN(C(ON1N=NC2C=CC=NC1=2)=[N+](C)C)C.F[P-](F)(F)(F)(F)F.CCN(C(C)C)C(C)C. Given the product [CH:25]1([NH:24][C:22](=[O:23])[C:21]2[CH:28]=[CH:29][C:18]([C:13]3[CH:14]=[C:15]4[C:10](=[CH:11][CH:12]=3)[N:9]=[C:8]([NH:7][C@@H:3]3[CH2:4][CH2:5][CH2:6][C@@H:2]3[NH:1][C:32](=[O:35])[C:33]#[CH:34])[N:17]=[CH:16]4)=[C:19]([O:30][CH3:31])[CH:20]=2)[CH2:27][CH2:26]1, predict the reactants needed to synthesize it. (2) The reactants are: [Cl:1][C:2]1[CH:7]=[C:6]([F:8])[CH:5]=[CH:4][C:3]=1[N:9]1[C:17](=[O:18])[C:16]2[C@@H:15]3[C:19]([CH3:21])([CH3:20])[C@@:12]([CH3:22])([CH2:13][CH2:14]3)[C:11]=2[NH:10]1.I[CH2:24][CH2:25][CH:26]([CH3:28])[CH3:27]. Given the product [Cl:1][C:2]1[CH:7]=[C:6]([F:8])[CH:5]=[CH:4][C:3]=1[N:9]1[C:17](=[O:18])[C:16]2[C@@H:15]3[C:19]([CH3:21])([CH3:20])[C@@:12]([CH3:22])([CH2:13][CH2:14]3)[C:11]=2[N:10]1[CH2:24][CH2:25][CH:26]([CH3:28])[CH3:27], predict the reactants needed to synthesize it. (3) Given the product [Cl:16][C:15]1[C:14]2[CH:13]=[CH:12][CH:11]=[CH:10][C:9]=2[N:8]2[CH:17]([CH:19]3[CH2:21][CH2:20]3)[O:18][C:5]3[CH:4]=[CH:3][C:2]([B:23]4[O:27][C:26]([CH3:29])([CH3:28])[C:25]([CH3:31])([CH3:30])[O:24]4)=[CH:22][C:6]=3[C:7]=12, predict the reactants needed to synthesize it. The reactants are: Br[C:2]1[CH:3]=[CH:4][C:5]2[O:18][CH:17]([CH:19]3[CH2:21][CH2:20]3)[N:8]3[C:9]4[CH:10]=[CH:11][CH:12]=[CH:13][C:14]=4[C:15]([Cl:16])=[C:7]3[C:6]=2[CH:22]=1.[B:23]1([B:23]2[O:27][C:26]([CH3:29])([CH3:28])[C:25]([CH3:31])([CH3:30])[O:24]2)[O:27][C:26]([CH3:29])([CH3:28])[C:25]([CH3:31])([CH3:30])[O:24]1.CC([O-])=O.[K+].CCOC(C)=O. (4) Given the product [Br:28][CH2:2][C:3]1[C:4]([N+:12]([O-:14])=[O:13])=[C:5]([CH2:9][C:10]#[N:11])[CH:6]=[CH:7][CH:8]=1, predict the reactants needed to synthesize it. The reactants are: O[CH2:2][C:3]1[C:4]([N+:12]([O-:14])=[O:13])=[C:5]([CH2:9][C:10]#[N:11])[CH:6]=[CH:7][CH:8]=1.C1(C)C=CC=CC=1.O1CCCC1.P(Br)(Br)(Br)(Br)[Br:28].